Dataset: Reaction yield outcomes from USPTO patents with 853,638 reactions. Task: Predict the reaction yield, written as a fraction of the theoretical maximum amount of product (1.0 means a 100% yield; for example, 0.34 means a 34% yield). (1) The catalyst is C1C=CC([P]([Pd]([P](C2C=CC=CC=2)(C2C=CC=CC=2)C2C=CC=CC=2)([P](C2C=CC=CC=2)(C2C=CC=CC=2)C2C=CC=CC=2)[P](C2C=CC=CC=2)(C2C=CC=CC=2)C2C=CC=CC=2)(C2C=CC=CC=2)C2C=CC=CC=2)=CC=1.O. The yield is 0.230. The product is [CH3:18][C:3]1[N:4]=[C:5]([N:11]2[CH2:16][CH2:15][N:14]([CH3:17])[CH2:13][CH2:12]2)[C:6]2[N:7]([N:8]=[N:9][N:10]=2)[C:2]=1[C:20]1[S:19][CH:23]=[CH:22][CH:21]=1. The reactants are Br[C:2]1[N:7]2[N:8]=[N:9][N:10]=[C:6]2[C:5]([N:11]2[CH2:16][CH2:15][N:14]([CH3:17])[CH2:13][CH2:12]2)=[N:4][C:3]=1[CH3:18].[S:19]1[CH:23]=[CH:22][CH:21]=[C:20]1B(O)O.C([O-])([O-])=O.[Cs+].[Cs+].O1CCOCC1. (2) The reactants are [Br:1][C:2]1[N:7]=[C:6]([C@:8]2([CH3:28])[C@@H:13]([F:14])[C@H:12]([C:15]([F:18])([F:17])[F:16])[O:11][C:10]([NH:19][C:20](=[O:27])[C:21]3[CH:26]=[CH:25][CH:24]=[CH:23][CH:22]=3)=[N:9]2)[C:5]([F:29])=[CH:4][CH:3]=1.[C:30](O[C:30]([O:32][C:33]([CH3:36])([CH3:35])[CH3:34])=[O:31])([O:32][C:33]([CH3:36])([CH3:35])[CH3:34])=[O:31].C(N(CC)CC)C. The catalyst is O1CCCC1.CN(C)C1C=CN=CC=1. The product is [C:20]([N:19]([C:10]1[O:11][C@H:12]([C:15]([F:18])([F:17])[F:16])[C@H:13]([F:14])[C@:8]([C:6]2[C:5]([F:29])=[CH:4][CH:3]=[C:2]([Br:1])[N:7]=2)([CH3:28])[N:9]=1)[C:30](=[O:31])[O:32][C:33]([CH3:36])([CH3:35])[CH3:34])(=[O:27])[C:21]1[CH:26]=[CH:25][CH:24]=[CH:23][CH:22]=1. The yield is 1.00. (3) The reactants are [S:1]([N:11]1[C:19]2[C:14](=[N:15][C:16]([NH:20][C:21](=[O:27])[O:22][C:23]([CH3:26])([CH3:25])[CH3:24])=[CH:17][N:18]=2)[CH:13]=[CH:12]1)([C:4]1[CH:10]=[CH:9][C:7]([CH3:8])=[CH:6][CH:5]=1)(=[O:3])=[O:2].[H-].[Na+].Br[CH2:31][C:32]([NH2:34])=[O:33]. The catalyst is CN(C=O)C. The product is [NH2:34][C:32](=[O:33])[CH2:31][N:20]([C:16]1[N:15]=[C:14]2[CH:13]=[CH:12][N:11]([S:1]([C:4]3[CH:5]=[CH:6][C:7]([CH3:8])=[CH:9][CH:10]=3)(=[O:2])=[O:3])[C:19]2=[N:18][CH:17]=1)[C:21](=[O:27])[O:22][C:23]([CH3:24])([CH3:26])[CH3:25]. The yield is 0.820.